From a dataset of Forward reaction prediction with 1.9M reactions from USPTO patents (1976-2016). Predict the product of the given reaction. (1) Given the reactants [CH2:1]([NH2:4])[CH:2]=[CH2:3].C(N(CC)CC)C.Cl[CH2:13][CH2:14][S:15](Cl)(=[O:17])=[O:16], predict the reaction product. The product is: [CH2:1]([NH:4][S:15]([CH:14]=[CH2:13])(=[O:17])=[O:16])[CH:2]=[CH2:3]. (2) Given the reactants I[C:2]1[N:7]=[C:6]([C:8]([O:10][CH3:11])=[O:9])[C:5](=[O:12])[N:4]([C:13]2[CH:18]=[CH:17][CH:16]=[C:15]([C:19]([F:22])([F:21])[F:20])[CH:14]=2)[C:3]=1[CH3:23].[NH2:24][C:25]([CH3:37])([CH3:36])[CH2:26][NH:27][C:28]1[CH:35]=[CH:34][C:31]([C:32]#[N:33])=[CH:30][CH:29]=1.C(N(CC)CC)C, predict the reaction product. The product is: [C:32]([C:31]1[CH:30]=[CH:29][C:28]([NH:27][CH2:26][C:25]([NH:24][C:2]2[N:7]=[C:6]([C:8]([O:10][CH3:11])=[O:9])[C:5](=[O:12])[N:4]([C:13]3[CH:18]=[CH:17][CH:16]=[C:15]([C:19]([F:22])([F:21])[F:20])[CH:14]=3)[C:3]=2[CH3:23])([CH3:36])[CH3:37])=[CH:35][CH:34]=1)#[N:33]. (3) Given the reactants [CH3:1][C@H:2]1[CH2:7][N:6]([CH2:8][C:9]2[CH:14]=[CH:13][C:12]([NH:15][CH3:16])=[CH:11][C:10]=2[CH3:17])[CH2:5][CH2:4][N:3]1[C:18]([O:20][C:21]([CH3:24])([CH3:23])[CH3:22])=[O:19].[Cl:25][C:26]1[CH:31]=[CH:30][C:29]([S:32](Cl)(=[O:34])=[O:33])=[CH:28][N:27]=1, predict the reaction product. The product is: [Cl:25][C:26]1[N:27]=[CH:28][C:29]([S:32]([N:15]([CH3:16])[C:12]2[CH:13]=[CH:14][C:9]([CH2:8][N:6]3[CH2:5][CH2:4][N:3]([C:18]([O:20][C:21]([CH3:23])([CH3:22])[CH3:24])=[O:19])[C@@H:2]([CH3:1])[CH2:7]3)=[C:10]([CH3:17])[CH:11]=2)(=[O:34])=[O:33])=[CH:30][CH:31]=1. (4) The product is: [F:8][C:7]1[CH:6]=[CH:5][C:4]([C:9]2([CH3:32])[CH2:14][CH2:13][CH2:12][N:11]3[C:15]([C:18]4[CH:23]=[CH:22][C:21]([C:24]5[O:28][C:27]([CH3:29])=[N:26][CH:25]=5)=[C:20]([O:30][CH3:31])[CH:19]=4)=[N:16][N:17]=[C:10]23)=[CH:3][CH:2]=1. Given the reactants Cl[C:2]1[CH:3]=[C:4]([C:9]2([CH3:32])[CH2:14][CH2:13][CH2:12][N:11]3[C:15]([C:18]4[CH:23]=[CH:22][C:21]([C:24]5[O:28][C:27]([CH3:29])=[N:26][CH:25]=5)=[C:20]([O:30][CH3:31])[CH:19]=4)=[N:16][N:17]=[C:10]23)[CH:5]=[CH:6][C:7]=1[F:8], predict the reaction product. (5) The product is: [F:18][C:16]1[CH:15]=[CH:14][C:13]2=[C:4]3[N:3]=[C:2]([NH:44][CH2:43][C:39]4[CH:40]=[N:41][CH:42]=[CH:37][CH:38]=4)[NH:28][C:5]3=[C:6]3[C:11]([C:10](=[O:19])[NH:9][CH:8]=[CH:7]3)=[C:12]2[CH:17]=1. Given the reactants Cl[C:2]1[N:28](COCC[Si](C)(C)C)[C:5]2=[C:6]3[C:11](=[C:12]4[CH:17]=[C:16]([F:18])[CH:15]=[CH:14][C:13]4=[C:4]2[N:3]=1)[C:10](=[O:19])[N:9](COCC[Si](C)(C)C)[CH:8]=[CH:7]3.[CH:37]1[CH:42]=[N:41][CH:40]=[C:39]([CH2:43][NH2:44])[CH:38]=1, predict the reaction product. (6) The product is: [F:19][C:2]([F:18])([F:1])[C:3]1[N:7]=[C:6]([C:8]2[C:9]3[CH2:17][CH2:16][CH2:15][CH2:14][C:10]=3[S:11][C:12]=2[NH:13][C:31]([C:21]2[CH:20]3[CH2:27][CH2:26][CH:23]([CH2:24][CH2:25]3)[C:22]=2[C:28]([OH:30])=[O:29])=[O:32])[O:5][N:4]=1. Given the reactants [F:1][C:2]([F:19])([F:18])[C:3]1[N:7]=[C:6]([C:8]2[C:9]3[CH2:17][CH2:16][CH2:15][CH2:14][C:10]=3[S:11][C:12]=2[NH2:13])[O:5][N:4]=1.[CH:20]12[CH2:27][CH2:26][CH:23]([CH2:24][CH2:25]1)[C:22]1[C:28]([O:30][C:31](=[O:32])[C:21]2=1)=[O:29], predict the reaction product. (7) Given the reactants [F:1][C:2]1[CH:7]=[CH:6][C:5]([F:8])=[CH:4][C:3]=1[C@H:9]1[CH2:13][CH2:12][CH2:11][N:10]1[C:14]1[CH:19]=[CH:18][N:17]2[N:20]=[CH:21][CH:22]=[C:16]2[N:15]=1.[N+:23]([O-])([OH:25])=[O:24], predict the reaction product. The product is: [F:1][C:2]1[CH:7]=[CH:6][C:5]([F:8])=[CH:4][C:3]=1[C@H:9]1[CH2:13][CH2:12][CH2:11][N:10]1[C:14]1[CH:19]=[CH:18][N:17]2[N:20]=[CH:21][C:22]([N+:23]([O-:25])=[O:24])=[C:16]2[N:15]=1. (8) Given the reactants C([O:3][C:4]([C:6]1([NH:15][C:16]([C:18]2[C:19]([N:24]([CH:26]([CH3:28])[CH3:27])[CH3:25])=[N:20][CH:21]=[CH:22][CH:23]=2)=[O:17])[CH2:14][C:13]2[C:8](=[CH:9][CH:10]=[CH:11][CH:12]=2)[CH2:7]1)=[O:5])C.O1CCOCC1.CO, predict the reaction product. The product is: [CH:26]([N:24]([CH3:25])[C:19]1[C:18]([C:16]([NH:15][C:6]2([C:4]([OH:5])=[O:3])[CH2:14][C:13]3[C:8](=[CH:9][CH:10]=[CH:11][CH:12]=3)[CH2:7]2)=[O:17])=[CH:23][CH:22]=[CH:21][N:20]=1)([CH3:28])[CH3:27].